From a dataset of Tyrosyl-DNA phosphodiesterase HTS with 341,365 compounds. Binary Classification. Given a drug SMILES string, predict its activity (active/inactive) in a high-throughput screening assay against a specified biological target. (1) The result is 0 (inactive). The drug is Fc1ccc(/C=C(/NC(=O)c2ccccc2)C(=O)NCc2occc2)cc1. (2) The molecule is S(=O)(=O)(Nc1sccn1)c1ccc(NC(=O)COCC)cc1. The result is 0 (inactive). (3) The drug is S(CC(=O)Nc1c(n(n(c1=O)c1ccccc1)C)C)c1n(c(nn1)COc1ccccc1)c1ccccc1. The result is 0 (inactive). (4) The compound is Clc1sc(C(=O)Nc2cc(ccc2)c2n[nH]nn2)cc1. The result is 0 (inactive). (5) The drug is s1\c([nH]c2c1cccc2)=C1\C=C(NC(=O)c2sccc2)C=CC1=O. The result is 0 (inactive). (6) The compound is O1CC\C(=C/c2c(O)cccc2)C1=O. The result is 0 (inactive).